Task: Regression. Given a peptide amino acid sequence and an MHC pseudo amino acid sequence, predict their binding affinity value. This is MHC class I binding data.. Dataset: Peptide-MHC class I binding affinity with 185,985 pairs from IEDB/IMGT (1) The peptide sequence is SRKASNTIL. The MHC is HLA-B48:01 with pseudo-sequence HLA-B48:01. The binding affinity (normalized) is 0.0847. (2) The peptide sequence is MPILTLTRAL. The MHC is HLA-B54:01 with pseudo-sequence HLA-B54:01. The binding affinity (normalized) is 0.589. (3) The peptide sequence is LLLAILGPL. The MHC is HLA-B35:01 with pseudo-sequence HLA-B35:01. The binding affinity (normalized) is 0. (4) The peptide sequence is RTGDIGCFK. The MHC is HLA-A01:01 with pseudo-sequence HLA-A01:01. The binding affinity (normalized) is 0.0847. (5) The peptide sequence is FREVWKQLF. The MHC is HLA-B39:01 with pseudo-sequence HLA-B39:01. The binding affinity (normalized) is 0.539. (6) The peptide sequence is LANPTADDF. The MHC is HLA-B57:01 with pseudo-sequence HLA-B57:01. The binding affinity (normalized) is 0.0847.